Dataset: CYP2D6 inhibition data for predicting drug metabolism from PubChem BioAssay. Task: Regression/Classification. Given a drug SMILES string, predict its absorption, distribution, metabolism, or excretion properties. Task type varies by dataset: regression for continuous measurements (e.g., permeability, clearance, half-life) or binary classification for categorical outcomes (e.g., BBB penetration, CYP inhibition). Dataset: cyp2d6_veith. (1) The molecule is c1ccc(CN2CCC3(CCNCC3)CC2)cc1. The result is 0 (non-inhibitor). (2) The molecule is C=CC[C@@H]1C=C[C@@H](O/N=C2/C[C@@H](O)[C@@H](O)[C@@H]3[C@@H]4C(=O)N(CC)C(=O)[C@H]4CC[C@@H]23)[C@@H](CO)O1. The result is 0 (non-inhibitor). (3) The compound is O=C(c1ccncc1)N1CCC[C@@]2(CCN(c3ncccn3)C2)C1. The result is 0 (non-inhibitor). (4) The compound is CCNc1ncc2nc(-c3ccccc3)c(=O)n(Cc3cccc(OC)c3)c2n1. The result is 0 (non-inhibitor).